From a dataset of Reaction yield outcomes from USPTO patents with 853,638 reactions. Predict the reaction yield, written as a fraction of the theoretical maximum amount of product (1.0 means a 100% yield; for example, 0.34 means a 34% yield). (1) The reactants are [Br:1][C:2]1[CH:3]=[N:4][CH:5]=[CH:6][C:7]=1[C:8]1[CH2:12][CH2:11][CH2:10][CH:9]=1.C(OCC)(=O)C. The catalyst is C1(C)C=CC=CC=1.CCCCCC.[Pt]=O. The product is [Br:1][C:2]1[CH:3]=[N:4][CH:5]=[CH:6][C:7]=1[CH:8]1[CH2:12][CH2:11][CH2:10][CH2:9]1. The yield is 0.710. (2) The reactants are [CH3:1][O:2][C:3]([C:5]1[CH:10]=[C:9]([N:11]2[CH2:16][CH2:15][N:14](C(OC(C)(C)C)=O)[CH2:13][CH2:12]2)[N:8]=[C:7]([C:24]2[CH:29]=[CH:28][N:27]=[C:26]([NH:30][CH:31]3[CH2:36][CH2:35][CH2:34][CH2:33][CH2:32]3)[CH:25]=2)[CH:6]=1)=[O:4].C(O)(C(F)(F)F)=O. The catalyst is C(Cl)Cl. The product is [CH3:1][O:2][C:3]([C:5]1[CH:10]=[C:9]([N:11]2[CH2:16][CH2:15][NH:14][CH2:13][CH2:12]2)[N:8]=[C:7]([C:24]2[CH:29]=[CH:28][N:27]=[C:26]([NH:30][CH:31]3[CH2:36][CH2:35][CH2:34][CH2:33][CH2:32]3)[CH:25]=2)[CH:6]=1)=[O:4]. The yield is 0.280.